The task is: Predict the reaction yield, written as a fraction of the theoretical maximum amount of product (1.0 means a 100% yield; for example, 0.34 means a 34% yield).. This data is from Reaction yield outcomes from USPTO patents with 853,638 reactions. The reactants are Cl[C:2]1[CH:7]=[C:6]([CH3:8])[C:5]([C:9](=[O:11])[CH3:10])=[C:4]([CH3:12])[CH:3]=1.[O-]P([O-])([O-])=O.[K+].[K+].[K+].[CH2:21]([C:23]1[CH:28]=[CH:27][C:26]([OH:29])=[CH:25][CH:24]=1)[CH3:22]. The catalyst is C1(C)C=CC=CC=1.CC([O-])=O.CC([O-])=O.[Pd+2].C(P(C(C)(C)C)C1C=CC=CC=1C1C(C(C)C)=CC(C(C)C)=CC=1C(C)C)(C)(C)C. The product is [CH2:21]([C:23]1[CH:28]=[CH:27][C:26]([O:29][C:2]2[CH:7]=[C:6]([CH3:8])[C:5]([C:9](=[O:11])[CH3:10])=[C:4]([CH3:12])[CH:3]=2)=[CH:25][CH:24]=1)[CH3:22]. The yield is 0.820.